Dataset: Catalyst prediction with 721,799 reactions and 888 catalyst types from USPTO. Task: Predict which catalyst facilitates the given reaction. (1) Reactant: [CH:1]1([N:4]2[C:9](=[O:10])[CH2:8][C:7](=O)[N:6]([C:12]3[CH:17]=[CH:16][CH:15]=[C:14]([N+:18]([O-:20])=[O:19])[CH:13]=3)[C:5]2=[O:21])[CH2:3][CH2:2]1.P(Cl)(Cl)([Cl:24])=O. Product: [Cl:24][C:7]1[N:6]([C:12]2[CH:17]=[CH:16][CH:15]=[C:14]([N+:18]([O-:20])=[O:19])[CH:13]=2)[C:5](=[O:21])[N:4]([CH:1]2[CH2:3][CH2:2]2)[C:9](=[O:10])[CH:8]=1. The catalyst class is: 6. (2) Product: [Br:1][CH2:2][CH2:3][CH2:4][CH2:5][CH2:6][C:7]([CH3:16])([CH3:15])[CH2:8][CH2:9][CH2:10][OH:11]. Reactant: [Br:1][CH2:2][CH2:3][CH2:4][CH2:5][CH2:6][C:7]([CH3:16])([CH3:15])[CH2:8][CH2:9][C:10](OCC)=[O:11].[H-].C([Al+]CC(C)C)C(C)C.C(C(C(C([O-])=O)O)O)([O-])=O.[Na+].[K+]. The catalyst class is: 28.